Dataset: Forward reaction prediction with 1.9M reactions from USPTO patents (1976-2016). Task: Predict the product of the given reaction. (1) The product is: [C:1]([O:5][C:6]([NH:8][C:9]1[C:10]([C:14]2[N:19]=[C:18]([C:20]([O:22][CH3:23])=[O:21])[C:17]([O:24][C:25](=[O:30])[C:26]([CH3:29])([CH3:28])[CH3:27])=[C:16]([O:31][CH3:32])[N:15]=2)=[CH:11][S:12][CH:13]=1)=[O:7])([CH3:4])([CH3:2])[CH3:3]. Given the reactants [C:1]([O:5][C:6]([NH:8][C:9]1[C:10]([C:14]2[N:19]=[C:18]([C:20]([O:22][CH3:23])=[O:21])[C:17]([O:24][C:25](=[O:30])[C:26]([CH3:29])([CH3:28])[CH3:27])=[C:16]([OH:31])[N:15]=2)=[CH:11][S:12][CH:13]=1)=[O:7])([CH3:4])([CH3:3])[CH3:2].[C:32](=O)([O-])[O-].[Cs+].[Cs+].IC, predict the reaction product. (2) Given the reactants Br[C:2]1[CH:16]=[N:15][C:5]2[NH:6][C:7]3[CH:12]=[N:11][C:10]([C:13]#[N:14])=[CH:9][C:8]=3[C:4]=2[CH:3]=1.[Cl-].[Li+].CCN(C(C)C)C(C)C.C([Sn](CCCC)(CCCC)[C:33]1[CH:38]=[CH:37][CH:36]=[CH:35][N:34]=1)CCC.[F-].[K+], predict the reaction product. The product is: [N:34]1[CH:35]=[CH:36][CH:37]=[CH:38][C:33]=1[C:2]1[CH:16]=[N:15][C:5]2[NH:6][C:7]3[CH:12]=[N:11][C:10]([C:13]#[N:14])=[CH:9][C:8]=3[C:4]=2[CH:3]=1. (3) Given the reactants [CH3:1][O:2][C:3]1[CH:4]=[C:5]([N:11]=[C:12]=S)[CH:6]=[C:7]([O:9][CH3:10])[CH:8]=1.C(N=C=NC(C)C)(C)C.[NH2:23][C:24]1[CH:25]=[C:26]([CH:31]=[CH:32][C:33]=1[NH:34][CH2:35][CH2:36][CH2:37][N:38]([CH3:47])[CH2:39][CH2:40][C:41]1[CH:46]=[CH:45][CH:44]=[CH:43][N:42]=1)[C:27]([O:29][CH3:30])=[O:28], predict the reaction product. The product is: [CH3:30][O:29][C:27]([C:26]1[CH:31]=[CH:32][C:33]2[N:34]([CH2:35][CH2:36][CH2:37][N:38]([CH3:47])[CH2:39][CH2:40][C:41]3[CH:46]=[CH:45][CH:44]=[CH:43][N:42]=3)[C:12]([NH:11][C:5]3[CH:4]=[C:3]([O:2][CH3:1])[CH:8]=[C:7]([O:9][CH3:10])[CH:6]=3)=[N:23][C:24]=2[CH:25]=1)=[O:28]. (4) Given the reactants [C:1]([N:5]1[CH:9]=[C:8]([NH:10][C:11]([NH:13][C:14]2[CH:19]=[CH:18][C:17]([CH3:20])=[C:16]([C:21]3[C:32](=[O:33])[N:31]([CH3:34])[C:24]4[N:25]=[C:26](SC)[N:27]=[CH:28][C:23]=4[CH:22]=3)[CH:15]=2)=[O:12])[CH:7]=[N:6]1)([CH3:4])([CH3:3])[CH3:2].[CH3:35][NH2:36].C1COCC1, predict the reaction product. The product is: [C:1]([N:5]1[CH:9]=[C:8]([NH:10][C:11]([NH:13][C:14]2[CH:19]=[CH:18][C:17]([CH3:20])=[C:16]([C:21]3[C:32](=[O:33])[N:31]([CH3:34])[C:24]4[N:25]=[C:26]([NH:36][CH3:35])[N:27]=[CH:28][C:23]=4[CH:22]=3)[CH:15]=2)=[O:12])[CH:7]=[N:6]1)([CH3:4])([CH3:3])[CH3:2]. (5) Given the reactants C(OC([NH:8][CH2:9][CH2:10][CH2:11][CH2:12][CH2:13][N:14]1[C:24](=[O:25])[C:23]2[N:26]3[C:16](=[CH:17][N:18]=[C:19]3[CH:20]=[CH:21][CH:22]=2)[CH2:15]1)=O)(C)(C)C.[ClH:27], predict the reaction product. The product is: [ClH:27].[ClH:27].[NH2:8][CH2:9][CH2:10][CH2:11][CH2:12][CH2:13][N:14]1[C:24](=[O:25])[C:23]2[N:26]3[C:16](=[CH:17][N:18]=[C:19]3[CH:20]=[CH:21][CH:22]=2)[CH2:15]1. (6) Given the reactants [Br:1][C:2]1[N:10]=[CH:9][CH:8]=[CH:7][C:3]=1[C:4]([OH:6])=[O:5].[CH3:11]C(O)=O, predict the reaction product. The product is: [Br:1][C:2]1[N:10]=[CH:9][CH:8]=[CH:7][C:3]=1[C:4]([O:6][CH3:11])=[O:5].